From a dataset of Catalyst prediction with 721,799 reactions and 888 catalyst types from USPTO. Predict which catalyst facilitates the given reaction. (1) Reactant: [NH2:1][C:2]1[N:7]=[CH:6][N:5]=[C:4]2[N:8]([CH:12]([C:14]3[C:15]([O:36][CH2:37][CH3:38])=[C:16]([CH:22]4[CH2:25][N:24](C(OCC5C=CC=CC=5)=O)[CH2:23]4)[C:17]([CH3:21])=[C:18]([Cl:20])[CH:19]=3)[CH3:13])[N:9]=[C:10]([CH3:11])[C:3]=12. Product: [NH:24]1[CH2:23][CH:22]([C:16]2[C:15]([O:36][CH2:37][CH3:38])=[C:14]([CH:12]([N:8]3[C:4]4=[N:5][CH:6]=[N:7][C:2]([NH2:1])=[C:3]4[C:10]([CH3:11])=[N:9]3)[CH3:13])[CH:19]=[C:18]([Cl:20])[C:17]=2[CH3:21])[CH2:25]1. The catalyst class is: 45. (2) Reactant: [C:1]([O:5][C:6](=[O:21])[N:7]([C:9]1[CH:10]=[C:11]2[C:16](=[CH:17][C:18]=1[F:19])[C:15](=[O:20])[NH:14][CH:13]=[CH:12]2)[CH3:8])([CH3:4])([CH3:3])[CH3:2].[NH2:22][C:23]1[CH:28]=[CH:27][C:26](I)=[CH:25][N:24]=1.OC1C=CC=C2C=1N=CC=C2.C(=O)([O-])[O-].[K+].[K+]. Product: [C:1]([O:5][C:6](=[O:21])[N:7]([C:9]1[CH:10]=[C:11]2[C:16](=[CH:17][C:18]=1[F:19])[C:15](=[O:20])[N:14]([C:26]1[CH:25]=[N:24][C:23]([NH2:22])=[CH:28][CH:27]=1)[CH:13]=[CH:12]2)[CH3:8])([CH3:4])([CH3:2])[CH3:3]. The catalyst class is: 419. (3) Reactant: [CH2:1]([C:3]([CH3:16])([O:6][C:7]([NH:9][CH2:10][C:11]([O:13]CC)=[O:12])=[O:8])[CH2:4][CH3:5])[CH3:2].[OH-].[Li+]. Product: [CH2:1]([C:3]([CH3:16])([O:6][C:7]([NH:9][CH2:10][C:11]([OH:13])=[O:12])=[O:8])[CH2:4][CH3:5])[CH3:2]. The catalyst class is: 24. (4) Reactant: [F:1][C:2]1[CH:7]=[CH:6][C:5]([C:8]([NH:10][C@@H:11]([CH2:15][S:16][CH2:17][CH2:18][OH:19])[C:12]([OH:14])=O)=[O:9])=[CH:4][CH:3]=1.CCOP(ON1N=NC2C=CC=CC=2C1=O)(OCC)=O.N1C=CN=C1.[NH:45]1[CH2:50][CH2:49][O:48][CH2:47][CH2:46]1. Product: [F:1][C:2]1[CH:3]=[CH:4][C:5]([C:8]([NH:10][C@@H:11]([CH2:15][S:16][CH2:17][CH2:18][OH:19])[C:12]([N:45]2[CH2:50][CH2:49][O:48][CH2:47][CH2:46]2)=[O:14])=[O:9])=[CH:6][CH:7]=1. The catalyst class is: 49. (5) Reactant: [F:1][C:2]1[CH:3]=[C:4]([CH:6]=[CH:7][CH:8]=1)[NH2:5].[C:9](OC(=O)C)(=[O:11])[CH3:10]. Product: [F:1][C:2]1[CH:3]=[C:4]([NH:5][C:9](=[O:11])[CH3:10])[CH:6]=[CH:7][CH:8]=1. The catalyst class is: 15.